This data is from Retrosynthesis with 50K atom-mapped reactions and 10 reaction types from USPTO. The task is: Predict the reactants needed to synthesize the given product. (1) The reactants are: CC(=O)OC(C)=O.C[Si](C)(C)CCOC(=O)C[C@]1(c2ccc(-c3ccc(-c4ccc(N)cc4)cc3)s2)CCCCS1(=O)=O. Given the product CC(=O)Nc1ccc(-c2ccc(-c3ccc([C@@]4(CC(=O)OCC[Si](C)(C)C)CCCCS4(=O)=O)s3)cc2)cc1, predict the reactants needed to synthesize it. (2) Given the product CC(C)CC(=O)CN, predict the reactants needed to synthesize it. The reactants are: CC(C)CC(=O)CN1C(=O)c2ccccc2C1=O. (3) Given the product Cc1nc2ccccc2nc1Oc1ccc(OCc2ccccc2)cc1, predict the reactants needed to synthesize it. The reactants are: Cc1nc2ccccc2nc1Cl.Oc1ccc(OCc2ccccc2)cc1. (4) Given the product C=Cn1cc(C(=O)OCC)c(=O)c2cc(F)c(N3CCC(NC(=O)C(F)(F)F)C3)nc21, predict the reactants needed to synthesize it. The reactants are: C=Cn1cc(C(=O)OCC)c(=O)c2cc(F)c(Cl)nc21.O=C(NC1CCNC1)C(F)(F)F. (5) Given the product CCC(=O)NCCC1=CCC2=C1C1=C(CC2)OCCC1, predict the reactants needed to synthesize it. The reactants are: CCC(=O)NCCC1=CCC2=C1C1=C(OCCC1)C(Br)C2.